Dataset: Reaction yield outcomes from USPTO patents with 853,638 reactions. Task: Predict the reaction yield, written as a fraction of the theoretical maximum amount of product (1.0 means a 100% yield; for example, 0.34 means a 34% yield). (1) The reactants are [NH2:1][C:2]1[CH:3]=[C:4]([CH:9]=[CH:10][C:11]=1[NH2:12])[C:5]([O:7][CH3:8])=[O:6].[CH3:13][C:14]1[CH:22]=[CH:21][C:17]([C:18](Cl)=[O:19])=[CH:16][CH:15]=1. No catalyst specified. The product is [CH3:13][C:14]1[CH:22]=[CH:21][C:17]([C:18]([NH:1][C:2]2[CH:3]=[C:4]([CH:9]=[CH:10][C:11]=2[NH:12][C:18](=[O:19])[C:17]2[CH:21]=[CH:22][C:14]([CH3:13])=[CH:15][CH:16]=2)[C:5]([O:7][CH3:8])=[O:6])=[O:19])=[CH:16][CH:15]=1. The yield is 0.600. (2) The yield is 0.330. The reactants are Br[C:2]1[CH:7]=[CH:6][C:5]([O:8][CH2:9][CH2:10][CH2:11][CH2:12][CH2:13][CH2:14][CH3:15])=[CH:4][CH:3]=1.C([Li])CCC.[O:21]=[C:22]1[CH2:27][CH2:26][N:25]([C:28]([O:30][C:31]([CH3:34])([CH3:33])[CH3:32])=[O:29])[CH2:24][CH2:23]1. The product is [CH2:9]([O:8][C:5]1[CH:6]=[CH:7][C:2]([C:22]2([OH:21])[CH2:23][CH2:24][N:25]([C:28]([O:30][C:31]([CH3:33])([CH3:32])[CH3:34])=[O:29])[CH2:26][CH2:27]2)=[CH:3][CH:4]=1)[CH2:10][CH2:11][CH2:12][CH2:13][CH2:14][CH3:15]. The catalyst is C1COCC1. (3) The reactants are [C:1]1([CH2:7][CH2:8][CH2:9][CH2:10][OH:11])[CH:6]=[CH:5][CH:4]=[CH:3][CH:2]=1.[H-].[Na+].[Br:14][CH2:15][CH2:16][CH2:17][CH2:18][CH2:19][CH2:20]Br.O. The catalyst is O1CCCC1.CCCC[N+](CCCC)(CCCC)CCCC.[Br-].C(OCC)(=O)C. The product is [Br:14][CH2:15][CH2:16][CH2:17][CH2:18][CH2:19][CH2:20][O:11][CH2:10][CH2:9][CH2:8][CH2:7][C:1]1[CH:6]=[CH:5][CH:4]=[CH:3][CH:2]=1. The yield is 0.840. (4) The reactants are [N:1]1[C:10]2[C:5](=[CH:6][CH:7]=[CH:8][CH:9]=2)[CH:4]=[C:3]([C:11]([OH:13])=O)[CH:2]=1.Cl.[CH3:15][NH:16][O:17][CH3:18].CCN=C=NCCCN(C)C.C1C=CC2N(O)N=NC=2C=1.CCN(C(C)C)C(C)C. The catalyst is C(Cl)Cl.CN(C=O)C.O. The product is [CH3:18][O:17][N:16]([CH3:15])[C:11]([C:3]1[CH:2]=[N:1][C:10]2[C:5]([CH:4]=1)=[CH:6][CH:7]=[CH:8][CH:9]=2)=[O:13]. The yield is 0.500. (5) The reactants are [Cl:1][C:2]1[C:20]([O:21][CH:22]([CH3:24])[CH3:23])=[CH:19][C:5]([C:6]([NH:8][C:9]2[CH:18]=[CH:17][C:12]([C:13]([O:15]C)=[O:14])=[CH:11][CH:10]=2)=[O:7])=[CH:4][C:3]=1[O:25][CH:26]([CH3:28])[CH3:27]. The catalyst is CO. The product is [Cl:1][C:2]1[C:3]([O:25][CH:26]([CH3:27])[CH3:28])=[CH:4][C:5]([C:6]([NH:8][C:9]2[CH:10]=[CH:11][C:12]([C:13]([OH:15])=[O:14])=[CH:17][CH:18]=2)=[O:7])=[CH:19][C:20]=1[O:21][CH:22]([CH3:24])[CH3:23]. The yield is 0.460. (6) The reactants are [NH2:1][C:2]1[N:11]=[CH:10][C:9]2[C:8](SC)=[N:7][CH:6]=[N:5][C:4]=2[CH:3]=1.[Cl:14][C:15]1[CH:16]=[C:17]([CH:19]=[CH:20][CH:21]=1)[NH2:18]. No catalyst specified. The product is [NH2:1][C:2]1[N:11]=[CH:10][C:9]2[C:8]([NH:18][C:17]3[CH:19]=[CH:20][CH:21]=[C:15]([Cl:14])[CH:16]=3)=[N:7][CH:6]=[N:5][C:4]=2[CH:3]=1. The yield is 0.600. (7) The reactants are [OH:1][CH:2]([CH2:18][N:19]1[CH2:24][CH2:23][O:22][CH2:21][CH2:20]1)[CH2:3][N:4]1[CH2:10][CH2:9][CH2:8][C:7]2[NH:11][C:12]([CH:15]=O)=[C:13]([CH3:14])[C:6]=2[C:5]1=[O:17].[CH3:25][C:26]1[CH:34]=[CH:33][CH:32]=[C:31]2[C:27]=1[CH2:28][C:29](=[O:35])[NH:30]2.N1CCCCC1. The catalyst is C(O)C. The product is [OH:1][C@H:2]([CH2:18][N:19]1[CH2:24][CH2:23][O:22][CH2:21][CH2:20]1)[CH2:3][N:4]1[CH2:10][CH2:9][CH2:8][C:7]2[NH:11][C:12](/[CH:15]=[C:28]3\[C:29](=[O:35])[NH:30][C:31]4[C:27]\3=[C:26]([CH3:25])[CH:34]=[CH:33][CH:32]=4)=[C:13]([CH3:14])[C:6]=2[C:5]1=[O:17]. The yield is 0.300. (8) The reactants are [C:1]([O:5][C:6]([N:8]1[CH2:12][CH:11]([C:13]2[NH:14][CH:15]=[C:16]([C:18]3[CH:23]=[CH:22][C:21](Br)=[CH:20][CH:19]=3)[N:17]=2)[N:10]([C:25](=[O:35])[CH:26]([NH:30][C:31]([O:33][CH3:34])=[O:32])[CH:27]([CH3:29])[CH3:28])[CH2:9]1)=[O:7])([CH3:4])([CH3:3])[CH3:2].[CH3:36][O:37][C:38](=[O:64])[NH:39][CH:40]([C:44]([N:46]1[CH2:50][CH2:49][CH2:48][CH:47]1[C:51]1[NH:52][CH:53]=[C:54]([C:56]2[CH:61]=[CH:60][C:59]([C:62]#[CH:63])=[CH:58][CH:57]=2)[N:55]=1)=[O:45])[CH:41]([CH3:43])[CH3:42].C(N(CC)CC)C. The catalyst is [Cu]I.C1C=CC([P]([Pd]([P](C2C=CC=CC=2)(C2C=CC=CC=2)C2C=CC=CC=2)([P](C2C=CC=CC=2)(C2C=CC=CC=2)C2C=CC=CC=2)[P](C2C=CC=CC=2)(C2C=CC=CC=2)C2C=CC=CC=2)(C2C=CC=CC=2)C2C=CC=CC=2)=CC=1. The product is [C:1]([O:5][C:6]([N:8]1[CH2:12][CH:11]([C:13]2[NH:14][CH:15]=[C:16]([C:18]3[CH:23]=[CH:22][C:21]([C:63]#[C:62][C:59]4[CH:60]=[CH:61][C:56]([C:54]5[N:55]=[C:51]([CH:47]6[CH2:48][CH2:49][CH2:50][N:46]6[C:44](=[O:45])[CH:40]([NH:39][C:38]([O:37][CH3:36])=[O:64])[CH:41]([CH3:43])[CH3:42])[NH:52][CH:53]=5)=[CH:57][CH:58]=4)=[CH:20][CH:19]=3)[N:17]=2)[N:10]([C:25](=[O:35])[CH:26]([NH:30][C:31]([O:33][CH3:34])=[O:32])[CH:27]([CH3:29])[CH3:28])[CH2:9]1)=[O:7])([CH3:4])([CH3:3])[CH3:2]. The yield is 0.350. (9) The reactants are [Cl:1][C:2]1[CH:7]=[CH:6][C:5]([OH:8])=[C:4]([I:9])[CH:3]=1.N1C=CN=C1.[C:15]([Si:19](Cl)([CH3:21])[CH3:20])([CH3:18])([CH3:17])[CH3:16]. The catalyst is ClCCl. The product is [C:15]([Si:19]([O:8][C:5]1[CH:6]=[CH:7][C:2]([Cl:1])=[CH:3][C:4]=1[I:9])([CH3:21])[CH3:20])([CH3:18])([CH3:17])[CH3:16]. The yield is 0.950.